Dataset: Full USPTO retrosynthesis dataset with 1.9M reactions from patents (1976-2016). Task: Predict the reactants needed to synthesize the given product. (1) Given the product [Cl:21][C:22]1[N:26]([CH3:27])[N:25]=[CH:24][C:23]=1[CH2:28][C:29]([N:18]1[CH2:19][CH2:20][CH:15]([C:12]2[S:13][CH:14]=[C:10]([CH2:9][CH2:8][C:2]3[CH:7]=[CH:6][CH:5]=[CH:4][CH:3]=3)[N:11]=2)[CH2:16][CH2:17]1)=[O:30], predict the reactants needed to synthesize it. The reactants are: Cl.[C:2]1([CH2:8][CH2:9][C:10]2[N:11]=[C:12]([CH:15]3[CH2:20][CH2:19][NH:18][CH2:17][CH2:16]3)[S:13][CH:14]=2)[CH:7]=[CH:6][CH:5]=[CH:4][CH:3]=1.[Cl:21][C:22]1[N:26]([CH3:27])[N:25]=[CH:24][C:23]=1[CH2:28][C:29](O)=[O:30]. (2) The reactants are: [OH:1][C:2]1[CH:7]=[CH:6][C:5]([C:8](=[O:12])[CH2:9][CH2:10][CH3:11])=[CH:4][CH:3]=1.Br[CH2:14][C:15]([O:17][CH2:18][CH3:19])=[O:16]. Given the product [CH2:18]([O:17][C:15](=[O:16])[CH2:14][O:1][C:2]1[CH:3]=[CH:4][C:5]([C:8](=[O:12])[CH2:9][CH2:10][CH3:11])=[CH:6][CH:7]=1)[CH3:19], predict the reactants needed to synthesize it.